From a dataset of Full USPTO retrosynthesis dataset with 1.9M reactions from patents (1976-2016). Predict the reactants needed to synthesize the given product. (1) Given the product [NH2:34][C:35]1[N:40]=[CH:39][C:38]([C:41]2[CH:49]=[CH:48][C:44]([C:45]([N:59]3[CH2:64][CH2:63][O:62][CH2:61][CH2:60]3)=[O:46])=[C:43]([CH3:50])[CH:42]=2)=[CH:37][C:36]=1[C:51]1[N:52]=[N:53][N:54]([CH:56]([CH3:58])[CH3:57])[CH:55]=1, predict the reactants needed to synthesize it. The reactants are: CN(C(ON1N=NC2C=CC=NC1=2)=[N+](C)C)C.F[P-](F)(F)(F)(F)F.CCN(C(C)C)C(C)C.[NH2:34][C:35]1[N:40]=[CH:39][C:38]([C:41]2[CH:49]=[CH:48][C:44]([C:45](O)=[O:46])=[C:43]([CH3:50])[CH:42]=2)=[CH:37][C:36]=1[C:51]1[N:52]=[N:53][N:54]([CH:56]([CH3:58])[CH3:57])[CH:55]=1.[NH:59]1[CH2:64][CH2:63][O:62][CH2:61][CH2:60]1. (2) Given the product [C:36]([C:40]1[CH:41]=[C:42]([NH:46][C:47]([C:49]2[CH:54]=[CH:53][C:52]([N:55]3[CH2:60][CH2:59][N:58]([C:27]4[CH:35]=[CH:34][C:30]([C:31]([OH:33])=[O:32])=[CH:29][N:28]=4)[CH2:57][CH2:56]3)=[CH:51][CH:50]=2)=[O:48])[CH:43]=[CH:44][CH:45]=1)([CH3:39])([CH3:37])[CH3:38], predict the reactants needed to synthesize it. The reactants are: C(C1C=C(NC(=O)C2C=CC(C3CCNCC3)=CC=2)C=CC=1)(C)(C)C.Cl[C:27]1[CH:35]=[CH:34][C:30]([C:31]([OH:33])=[O:32])=[CH:29][N:28]=1.[C:36]([C:40]1[CH:41]=[C:42]([NH:46][C:47]([C:49]2[CH:54]=[CH:53][C:52]([N:55]3[CH2:60][CH2:59][N:58](C4C=CC(C(O)=O)=CC=4)[CH2:57][CH2:56]3)=[C:51](F)[CH:50]=2)=[O:48])[CH:43]=[CH:44][CH:45]=1)([CH3:39])([CH3:38])[CH3:37].